This data is from Reaction yield outcomes from USPTO patents with 853,638 reactions. The task is: Predict the reaction yield, written as a fraction of the theoretical maximum amount of product (1.0 means a 100% yield; for example, 0.34 means a 34% yield). (1) The reactants are [CH3:1][C:2]1[N:3]([C:7]2[N:12]=[CH:11][C:10]([CH2:13][OH:14])=[CH:9][CH:8]=2)[CH:4]=[CH:5][N:6]=1.CC(OI1(OC(C)=O)(OC(C)=O)OC(=O)C2C=CC=CC1=2)=O.C(=O)(O)[O-].[Na+].S([O-])([O-])(=O)=S.[Na+].[Na+]. The catalyst is ClCCl. The product is [CH3:1][C:2]1[N:3]([C:7]2[CH:8]=[CH:9][C:10]([CH:13]=[O:14])=[CH:11][N:12]=2)[CH:4]=[CH:5][N:6]=1. The yield is 0.870. (2) The reactants are C1C(=O)N(Br)C(=O)C1.C[O:10][C:11](=[O:36])[CH2:12][CH2:13][C:14]1[CH:19]=[C:18]([Cl:20])[C:17]([O:21][C:22]2[CH:23]=[C:24]3[C:28](=[CH:29][CH:30]=2)[NH:27][C:26](Br)=[C:25]3[CH:32]([CH3:34])[CH3:33])=[C:16]([Cl:35])[CH:15]=1.[C:37]([O-:40])([O-])=O.[K+].[K+].[C:43]1(B(O)O)[CH:48]=[CH:47][CH:46]=[CH:45][CH:44]=1.[Li+].[OH-]. The catalyst is C(Cl)Cl.COCCOC.C1COCC1. The product is [Cl:35][C:16]1[CH:15]=[C:14]([CH2:13][CH2:12][C:11]([OH:10])=[O:36])[CH:19]=[C:18]([Cl:20])[C:17]=1[O:21][C:22]1[CH:23]=[C:24]2[C:28](=[CH:29][CH:30]=1)[NH:27][C:26]([C:43]1[CH:48]=[CH:47][C:46]([O:40][CH3:37])=[CH:45][CH:44]=1)=[C:25]2[CH:32]([CH3:33])[CH3:34]. The yield is 0.0480.